The task is: Predict hERG channel inhibition at various concentrations.. This data is from hERG Central: cardiac toxicity at 1µM, 10µM, and general inhibition. (1) The drug is COc1ccc(CCNC(=O)C2CCCN(Cc3nc(-c4ccccc4C)oc3C)C2)cc1OC. Results: hERG_inhib (hERG inhibition (general)): blocker. (2) Results: hERG_inhib (hERG inhibition (general)): blocker. The drug is C=CCn1c(COc2ccc(Cl)cc2)nnc1SCc1ccc(C#N)cc1. (3) The molecule is CCOC(=O)c1cc(-c2ccc(OC)cc2)n(CCC(=O)NCCN2CCC(C)CC2)c1C. Results: hERG_inhib (hERG inhibition (general)): blocker. (4) The molecule is O=C(Nc1cc(S(=O)(=O)N2CCCCC2)ccc1N1CCCCC1)c1ccncc1. Results: hERG_inhib (hERG inhibition (general)): blocker. (5) The drug is C=CCc1ccc(OCCOCCOc2cccc3ccc(C)nc23)c(OC)c1.O=C(O)C(=O)O. Results: hERG_inhib (hERG inhibition (general)): blocker. (6) The molecule is CN(C)c1ncc(CN2CCC(CO)(CCCc3ccccc3)CC2)s1. Results: hERG_inhib (hERG inhibition (general)): blocker. (7) The molecule is Cc1ccc2nc3c(cc(C(=O)NCc4ccco4)c(=N)n3Cc3ccco3)c(=O)n2c1. Results: hERG_inhib (hERG inhibition (general)): blocker. (8) The compound is O=C(N/C(=C\c1ccc([N+](=O)[O-])cc1)C(=O)N1CCCCC1)c1ccc(Br)o1. Results: hERG_inhib (hERG inhibition (general)): blocker. (9) Results: hERG_inhib (hERG inhibition (general)): blocker. The drug is C/C(=N\N1CCN(Cc2ccc(Cl)cc2)CC1)c1ccc(F)cc1.